From a dataset of Reaction yield outcomes from USPTO patents with 853,638 reactions. Predict the reaction yield, written as a fraction of the theoretical maximum amount of product (1.0 means a 100% yield; for example, 0.34 means a 34% yield). (1) The reactants are [N:1]1[C:10]2[C:5](=[CH:6][CH:7]=[CH:8][CH:9]=2)[CH:4]=[CH:3][C:2]=1[CH2:11][O:12][C:13]1[CH:18]=[CH:17][C:16]([CH2:19][C:20](OCC)=[O:21])=[CH:15][CH:14]=1.[OH:25]C(C)(C)C(OC)=O.[CH3:33][C:34]([O-:37])([CH3:36])[CH3:35].[K+].Cl. The catalyst is C1COCC1.O. The product is [OH:25][C:33]1[C:34]([CH3:36])([CH3:35])[O:37][C:20](=[O:21])[C:19]=1[C:16]1[CH:15]=[CH:14][C:13]([O:12][CH2:11][C:2]2[CH:3]=[CH:4][C:5]3[C:10](=[CH:9][CH:8]=[CH:7][CH:6]=3)[N:1]=2)=[CH:18][CH:17]=1. The yield is 0.450. (2) The reactants are [NH2:1][C:2]1[CH:7]=[CH:6][C:5]([C:8]2[C:16]3[C:15]([NH:17][C@H:18]([C:20]4[N:25]([C:26]5[CH:31]=[CH:30][CH:29]=[CH:28][CH:27]=5)[C:24](=[O:32])[C:23]5=[C:33]([CH3:36])[CH:34]=[CH:35][N:22]5[N:21]=4)[CH3:19])=[N:14][CH:13]=[N:12][C:11]=3[N:10]([CH2:37][O:38][CH2:39][CH2:40][Si:41]([CH3:44])([CH3:43])[CH3:42])[CH:9]=2)=[C:4]([O:45][CH3:46])[CH:3]=1.[N-:47]=[C:48]=[O:49].[K+]. The catalyst is O.C(O)(=O)C. The product is [CH3:46][O:45][C:4]1[CH:3]=[C:2]([NH:1][C:48]([NH2:47])=[O:49])[CH:7]=[CH:6][C:5]=1[C:8]1[C:16]2[C:15]([NH:17][C@H:18]([C:20]3[N:25]([C:26]4[CH:31]=[CH:30][CH:29]=[CH:28][CH:27]=4)[C:24](=[O:32])[C:23]4=[C:33]([CH3:36])[CH:34]=[CH:35][N:22]4[N:21]=3)[CH3:19])=[N:14][CH:13]=[N:12][C:11]=2[N:10]([CH2:37][O:38][CH2:39][CH2:40][Si:41]([CH3:43])([CH3:42])[CH3:44])[CH:9]=1. The yield is 0.610. (3) The reactants are Cl[C:2]1[CH:27]=[CH:26][C:5]([C:6]([NH:8][C:9]2[S:10][C:11]3[C:17]([C:18]4[CH:23]=[CH:22][CH:21]=[CH:20][CH:19]=4)=[CH:16][CH:15]=[C:14]([O:24][CH3:25])[C:12]=3[N:13]=2)=[O:7])=[CH:4][N:3]=1.[NH:28]1[CH2:32][CH2:31][CH2:30][CH2:29]1. The catalyst is O1CCOCC1. The product is [CH3:25][O:24][C:14]1[C:12]2[N:13]=[C:9]([NH:8][C:6](=[O:7])[C:5]3[CH:26]=[CH:27][C:2]([N:28]4[CH2:32][CH2:31][CH2:30][CH2:29]4)=[N:3][CH:4]=3)[S:10][C:11]=2[C:17]([C:18]2[CH:23]=[CH:22][CH:21]=[CH:20][CH:19]=2)=[CH:16][CH:15]=1. The yield is 0.710. (4) The reactants are [C:1]([O:4][CH2:5][CH2:6][CH2:7][N:8]1[C:13](=[O:14])[C:12]([N+:15]([O-])=O)=[C:11](/[CH:18]=[CH:19]/[C:20]2[CH:25]=[CH:24][CH:23]=[C:22]([Cl:26])[CH:21]=2)[N:10]([CH3:27])[C:9]1=[O:28])(=[O:3])[CH3:2].[O-]S(S([O-])=O)=O.[Na+].[Na+]. The catalyst is C(O)=O.CC(=O)OCC.O. The product is [Cl:26][C:22]1[CH:21]=[C:20]([C:19]2[NH:15][C:12]3[C:13](=[O:14])[N:8]([CH2:7][CH2:6][CH2:5][O:4][C:1](=[O:3])[CH3:2])[C:9](=[O:28])[N:10]([CH3:27])[C:11]=3[CH:18]=2)[CH:25]=[CH:24][CH:23]=1. The yield is 0.930. (5) The reactants are [CH2:1]([O:10][C:11]1[CH:12]=[C:13]([CH:16]=[CH:17][N:18]=1)[C:14]#[N:15])[CH2:2][CH2:3][CH2:4][CH2:5][CH2:6][CH2:7][CH2:8][CH3:9].C[O-:20].[Na+].[OH-].[Li+]. The catalyst is CO.O. The product is [CH2:1]([O:10][C:11]1[CH:12]=[C:13]([CH:16]=[CH:17][N:18]=1)[C:14]([NH2:15])=[O:20])[CH2:2][CH2:3][CH2:4][CH2:5][CH2:6][CH2:7][CH2:8][CH3:9]. The yield is 0.230.